Dataset: Forward reaction prediction with 1.9M reactions from USPTO patents (1976-2016). Task: Predict the product of the given reaction. (1) Given the reactants [C:1]([O:5][C:6]([N:8]1[CH2:13][CH2:12][CH2:11][C@H:10]([NH:14][C:15]([C:17]2[C:21]([NH:22][C:23]([NH2:25])=[O:24])=[CH:20][N:19]([C:26]3[CH:31]=[CH:30][CH:29]=[C:28]([F:32])[CH:27]=3)[CH:18]=2)=[O:16])[CH2:9]1)=[O:7])([CH3:4])([CH3:3])[CH3:2].[CH3:33][O:34][CH2:35][CH2:36][CH2:37]N.C(OCC)(=O)C, predict the reaction product. The product is: [C:1]([O:5][C:6]([N:8]1[CH2:13][CH2:12][CH2:11][C@H:10]([NH:14][C:15]([C:17]2[C:21]([NH:22][C:23]([NH:25][CH2:37][CH2:36][CH2:35][O:34][CH3:33])=[O:24])=[CH:20][N:19]([C:26]3[CH:31]=[CH:30][CH:29]=[C:28]([F:32])[CH:27]=3)[CH:18]=2)=[O:16])[CH2:9]1)=[O:7])([CH3:4])([CH3:2])[CH3:3]. (2) Given the reactants [CH3:1][C:2]1([CH3:8])[CH2:7][NH:6][CH2:5][CH2:4][NH:3]1.[C:9](O[C:9]([O:11][C:12]([CH3:15])([CH3:14])[CH3:13])=[O:10])([O:11][C:12]([CH3:15])([CH3:14])[CH3:13])=[O:10].C(N(CC)CC)C, predict the reaction product. The product is: [CH3:1][C:2]1([CH3:8])[NH:3][CH2:4][CH2:5][N:6]([C:9]([O:11][C:12]([CH3:15])([CH3:14])[CH3:13])=[O:10])[CH2:7]1. (3) Given the reactants C1C(SSC2C=CC([N+]([O-])=[O:16])=C(C(O)=O)C=2)=CC(C(O)=O)=C([N+]([O-])=O)C=1.CCCCCCCC[N:35]1[S:40][CH:39]=[CH:38][C:36]1=O.[P:41]([O-:45])([O-:44])([O-:43])=[O:42], predict the reaction product. The product is: [P:41]([O-:45])([O-:44])([O-:43])=[O:42].[S:40]1[CH2:35][C:36](=[O:16])[CH:38]=[N:39]1. (4) Given the reactants [CH3:1][C:2]1[CH:11]=[CH:10][C:9]2[C:4](=[CH:5][CH:6]=[C:7]([CH2:12][N:13]3[CH:17]=[C:16]([C:18]([OH:20])=O)[N:15]=[N:14]3)[CH:8]=2)[N:3]=1.[Cl:21][C:22]1[C:27]([CH2:28][NH2:29])=[C:26]([F:30])[C:25]([O:31][CH3:32])=[CH:24][CH:23]=1.CCN(C(C)C)C(C)C.CCCP(=O)=O.CCOC(C)=O.[OH-].[Na+], predict the reaction product. The product is: [Cl:21][C:22]1[C:27]([CH2:28][NH:29][C:18]([C:16]2[N:15]=[N:14][N:13]([CH2:12][C:7]3[CH:8]=[C:9]4[C:4](=[CH:5][CH:6]=3)[N:3]=[C:2]([CH3:1])[CH:11]=[CH:10]4)[CH:17]=2)=[O:20])=[C:26]([F:30])[C:25]([O:31][CH3:32])=[CH:24][CH:23]=1. (5) Given the reactants CS(O)(=O)=O.[F:6][C:7]1[CH:8]=[C:9]2[CH:14]3[CH:15]([N:17]=[C:18]([CH2:19][N:20]4[CH2:25][CH2:24][CH:23]([C:26]5[CH:31]=[CH:30][C:29]([F:32])=[CH:28][CH:27]=5)[CH2:22][CH2:21]4)[N:13]3C[CH2:11][C:10]2=O)[CH:16]=1.[N-:34]=[N+]=[N-].[Na+].[C:38](=[O:41])(O)[O-].[Na+], predict the reaction product. The product is: [F:6][C:7]1[C:16]2[C:14]3[N:13]([C:18]([CH2:19][N:20]4[CH2:21][CH2:22][CH:23]([C:26]5[CH:31]=[CH:30][C:29]([F:32])=[CH:28][CH:27]=5)[CH2:24][CH2:25]4)=[N:17][CH:15]=2)[CH2:11][CH2:10][C:9]=3[NH:34][C:38](=[O:41])[CH:8]=1. (6) Given the reactants [OH-].[Na+:2].[F:3][CH:4]([F:43])[O:5][C:6]1[CH:11]=[CH:10][CH:9]=[CH:8][C:7]=1[CH2:12][C:13]1[N:17]2[CH:18]=[C:19]([C:23]3[CH:24]=[N:25][C:26]([N:29]4[CH2:34][CH2:33][C:32]([CH2:40][OH:41])([C:35]([O:37]CC)=[O:36])[CH2:31][CH2:30]4)=[N:27][CH:28]=3)[C:20]([F:22])=[CH:21][C:16]2=[N:15][C:14]=1[CH3:42], predict the reaction product. The product is: [F:43][CH:4]([F:3])[O:5][C:6]1[CH:11]=[CH:10][CH:9]=[CH:8][C:7]=1[CH2:12][C:13]1[N:17]2[CH:18]=[C:19]([C:23]3[CH:24]=[N:25][C:26]([N:29]4[CH2:30][CH2:31][C:32]([CH2:40][OH:41])([C:35]([O-:37])=[O:36])[CH2:33][CH2:34]4)=[N:27][CH:28]=3)[C:20]([F:22])=[CH:21][C:16]2=[N:15][C:14]=1[CH3:42].[Na+:2]. (7) Given the reactants C([O:8][C:9]1[C:14]([C:15]2[CH:16]=[C:17]([C:39]([CH3:42])([CH3:41])[CH3:40])[C:18]([O:37][CH3:38])=[C:19]([NH:21][C:22](=[O:36])[C:23]3[CH:28]=[CH:27][C:26]([NH:29][CH2:30][C:31]([F:34])([F:33])[F:32])=[C:25]([F:35])[CH:24]=3)[CH:20]=2)=[CH:13][CH:12]=[CH:11][N:10]=1)C1C=CC=CC=1, predict the reaction product. The product is: [C:39]([C:17]1[C:18]([O:37][CH3:38])=[C:19]([NH:21][C:22](=[O:36])[C:23]2[CH:28]=[CH:27][C:26]([NH:29][CH2:30][C:31]([F:33])([F:32])[F:34])=[C:25]([F:35])[CH:24]=2)[CH:20]=[C:15]([C:14]2[C:9](=[O:8])[NH:10][CH:11]=[CH:12][CH:13]=2)[CH:16]=1)([CH3:42])([CH3:40])[CH3:41]. (8) Given the reactants [CH2:1]([NH2:8])[C:2]1[CH:7]=[CH:6][CH:5]=[CH:4][CH:3]=1.C(N1[C:18](=[O:19])[C:17]2=[CH:20][CH:21]=[CH:22][CH:23]=[C:16]2[C:15]1=[O:24])(OCC)=O.C(=O)([O-])[O-].[Na+].[Na+], predict the reaction product. The product is: [CH2:1]([N:8]1[C:18](=[O:19])[C:17]2[C:16](=[CH:23][CH:22]=[CH:21][CH:20]=2)[C:15]1=[O:24])[C:2]1[CH:7]=[CH:6][CH:5]=[CH:4][CH:3]=1. (9) The product is: [NH:1]1[C:13]([C:15]2[CH:16]=[C:17]([C:27]([O:29][CH3:30])=[O:28])[CH:18]=[C:19]([C:21]3[CH:26]=[CH:25][CH:24]=[CH:23][CH:22]=3)[CH:20]=2)=[N:14][N:3]=[N:2]1. Given the reactants [N-:1]=[N+:2]=[N-:3].[Na+].Cl.C(N(CC)CC)C.[C:13]([C:15]1[CH:16]=[C:17]([C:27]([O:29][CH3:30])=[O:28])[CH:18]=[C:19]([C:21]2[CH:26]=[CH:25][CH:24]=[CH:23][CH:22]=2)[CH:20]=1)#[N:14].Cl, predict the reaction product.